This data is from Forward reaction prediction with 1.9M reactions from USPTO patents (1976-2016). The task is: Predict the product of the given reaction. (1) Given the reactants Cl.[CH2:2]([N:9]1[CH2:14][CH2:13][CH:12]([CH3:15])[CH:11]([NH:16][C:17](=O)OC)[CH2:10]1)[C:3]1[CH:8]=[CH:7][CH:6]=[CH:5][CH:4]=1.[H-].[Al+3].[Li+].[H-].[H-].[H-], predict the reaction product. The product is: [CH2:2]([N:9]1[CH2:14][CH2:13][C@H:12]([CH3:15])[C@H:11]([NH:16][CH3:17])[CH2:10]1)[C:3]1[CH:4]=[CH:5][CH:6]=[CH:7][CH:8]=1. (2) Given the reactants [CH2:1]([N:3]1[C:7]([C:8]2[CH:13]=[CH:12][N:11]=[CH:10][CH:9]=2)=[N:6][NH:5][C:4]1=S)[CH3:2], predict the reaction product. The product is: [CH2:1]([N:3]1[CH:4]=[N:5][N:6]=[C:7]1[C:8]1[CH:13]=[CH:12][N:11]=[CH:10][CH:9]=1)[CH3:2]. (3) Given the reactants [F:1][C:2]1[CH:11]=[C:10]([F:12])[CH:9]=[C:8]2[C:3]=1[C:4]([NH:20][C:21]1[CH:22]=[N:23][CH:24]=[C:25]([N:27]3[CH2:32][CH2:31][O:30][CH2:29][CH2:28]3)[CH:26]=1)=[C:5]([CH3:19])[C:6]([N:13]1[CH2:18][CH2:17][NH:16][CH2:15][CH2:14]1)=[N:7]2.[N:33]1[CH:38]=[CH:37][CH:36]=[C:35]([S:39](Cl)(=[O:41])=[O:40])[CH:34]=1, predict the reaction product. The product is: [F:1][C:2]1[CH:11]=[C:10]([F:12])[CH:9]=[C:8]2[C:3]=1[C:4]([NH:20][C:21]1[CH:22]=[N:23][CH:24]=[C:25]([N:27]3[CH2:32][CH2:31][O:30][CH2:29][CH2:28]3)[CH:26]=1)=[C:5]([CH3:19])[C:6]([N:13]1[CH2:14][CH2:15][N:16]([S:39]([C:35]3[CH:34]=[N:33][CH:38]=[CH:37][CH:36]=3)(=[O:41])=[O:40])[CH2:17][CH2:18]1)=[N:7]2. (4) Given the reactants [CH3:1][C:2]([CH:5]=O)([CH3:4])[CH3:3].C([O:9][CH:10](OCC)[CH2:11][NH2:12])C.C(O[BH-](OC(=O)C)OC(=O)C)(=O)C.[Na+].CCN(C(C)C)C(C)C.Cl[C:40]([O:42][CH2:43][C:44]1[CH:49]=[CH:48][CH:47]=[CH:46][CH:45]=1)=[O:41], predict the reaction product. The product is: [CH2:43]([O:42][C:40](=[O:41])[N:12]([CH2:5][C:2]([CH3:1])([CH3:3])[CH3:4])[CH2:11][CH:10]=[O:9])[C:44]1[CH:49]=[CH:48][CH:47]=[CH:46][CH:45]=1.